Dataset: Full USPTO retrosynthesis dataset with 1.9M reactions from patents (1976-2016). Task: Predict the reactants needed to synthesize the given product. (1) Given the product [CH2:3]([CH:10]1[CH2:14][CH2:13][N:12]([CH2:17][C:18]([O:20][CH2:21][CH3:22])=[O:19])[C:11]1=[O:15])[C:4]1[CH:9]=[CH:8][CH:7]=[CH:6][CH:5]=1, predict the reactants needed to synthesize it. The reactants are: [H-].[Na+].[CH2:3]([CH:10]1[CH2:14][CH2:13][NH:12][C:11]1=[O:15])[C:4]1[CH:9]=[CH:8][CH:7]=[CH:6][CH:5]=1.Br[CH2:17][C:18]([O:20][CH2:21][CH3:22])=[O:19]. (2) Given the product [F:1][C:2]1[CH:7]=[CH:6][C:5]([C:8]2[N:21]([CH2:23][C:24]3[CH:25]=[N:26][CH:27]=[CH:28][CH:29]=3)[N:22]=[C:10]([CH3:11])[CH:9]=2)=[CH:4][CH:3]=1, predict the reactants needed to synthesize it. The reactants are: [F:1][C:2]1[CH:7]=[CH:6][C:5]([C:8](=O)[CH2:9][C:10](=O)[CH3:11])=[CH:4][CH:3]=1.FC(F)(F)C(O)=O.[NH:21]([CH2:23][C:24]1[CH:25]=[N:26][CH:27]=[CH:28][CH:29]=1)[NH2:22].C(N(CC)CC)C.FC(F)(F)C(O)=O. (3) Given the product [CH2:29]([CH:28]([C:27]1[C:22]2[N:23]([C:19]([C:16]3[S:17][CH:18]=[C:14]([C:7]4[N:11]([CH3:12])[N:10]=[CH:9][N:8]=4)[C:15]=3[CH3:35])=[C:20]([CH3:34])[N:21]=2)[N:24]=[C:25]([CH3:33])[CH:26]=1)[CH2:31][CH3:32])[CH3:30], predict the reactants needed to synthesize it. The reactants are: C1COCC1.Br[C:7]1[N:11]([CH3:12])[N:10]=[CH:9][N:8]=1.Br[C:14]1[C:15]([CH3:35])=[C:16]([C:19]2[N:23]3[N:24]=[C:25]([CH3:33])[CH:26]=[C:27]([CH:28]([CH2:31][CH3:32])[CH2:29][CH3:30])[C:22]3=[N:21][C:20]=2[CH3:34])[S:17][CH:18]=1.